This data is from Catalyst prediction with 721,799 reactions and 888 catalyst types from USPTO. The task is: Predict which catalyst facilitates the given reaction. Reactant: Cl[C:2]1[CH:3]=[CH:4][C:5]2[N:6]([CH:8]=[CH:9][N:10]=2)[N:7]=1.[SH:11][C:12]1[CH:21]=[CH:20][CH:19]=[CH:18][C:13]=1[C:14]([O:16][CH3:17])=[O:15].C(=O)([O-])[O-].[K+].[K+]. Product: [N:10]1[CH:9]=[CH:8][N:6]2[C:5]=1[CH:4]=[CH:3][C:2]([S:11][C:12]1[CH:21]=[CH:20][CH:19]=[CH:18][C:13]=1[C:14]([O:16][CH3:17])=[O:15])=[N:7]2. The catalyst class is: 9.